From a dataset of Catalyst prediction with 721,799 reactions and 888 catalyst types from USPTO. Predict which catalyst facilitates the given reaction. (1) Reactant: [N:1]1[CH:6]=[CH:5][CH:4]=[C:3]([NH:7][C:8](=[O:15])OCC(Cl)(Cl)Cl)[CH:2]=1.[C:16]1([C:22]2[CH:27]=[CH:26][N:25]=[C:24]([N:28]3[CH2:33][CH2:32][NH:31][CH2:30][CH2:29]3)[CH:23]=2)[CH:21]=[CH:20][CH:19]=[CH:18][CH:17]=1.C(N(C(C)C)CC)(C)C.CS(C)=O. Product: [C:16]1([C:22]2[CH:27]=[CH:26][N:25]=[C:24]([N:28]3[CH2:33][CH2:32][N:31]([C:8]([NH:7][C:3]4[CH:2]=[N:1][CH:6]=[CH:5][CH:4]=4)=[O:15])[CH2:30][CH2:29]3)[CH:23]=2)[CH:17]=[CH:18][CH:19]=[CH:20][CH:21]=1. The catalyst class is: 6. (2) Reactant: [C:1]1([C:7]([OH:10])([CH3:9])[CH3:8])[CH:6]=[CH:5][CH:4]=[CH:3][CH:2]=1.[H-].[Na+].[Cl:13][C:14]1[CH:15]=[C:16]([CH:19]=[CH:20][C:21]=1F)[C:17]#[N:18]. Product: [Cl:13][C:14]1[CH:15]=[C:16]([CH:19]=[CH:20][C:21]=1[O:10][C:7]([CH3:9])([C:1]1[CH:6]=[CH:5][CH:4]=[CH:3][CH:2]=1)[CH3:8])[C:17]#[N:18]. The catalyst class is: 3. (3) Reactant: [OH:1][C:2]1[CH:7]=[CH:6][C:5]([CH2:8][CH2:9][N:10]2[C:18]3[C:13](=[CH:14][CH:15]=[CH:16][C:17]=3[O:19][C@@H:20]3[O:46][C@H:45]([CH2:47][O:48]C(=O)C(C)(C)C)[C@@H:37]([O:38]C(=O)C(C)(C)C)[C@H:29]([O:30]C(=O)C(C)(C)C)[C@H:21]3[O:22]C(=O)C(C)(C)C)[CH:12]=[CH:11]2)=[CH:4][CH:3]=1.O.O.[OH-].[Li+]. Product: [C@@H:20]1([O:19][C:17]2[CH:16]=[CH:15][CH:14]=[C:13]3[C:18]=2[N:10]([CH2:9][CH2:8][C:5]2[CH:4]=[CH:3][C:2]([OH:1])=[CH:7][CH:6]=2)[CH:11]=[CH:12]3)[O:46][C@H:45]([CH2:47][OH:48])[C@@H:37]([OH:38])[C@H:29]([OH:30])[C@H:21]1[OH:22]. The catalyst class is: 5.